Dataset: Full USPTO retrosynthesis dataset with 1.9M reactions from patents (1976-2016). Task: Predict the reactants needed to synthesize the given product. (1) Given the product [CH3:6][N:9]([CH3:10])[C:13]([Si:14]([CH3:16])([CH3:18])[CH3:15])=[C:3]([CH3:2])[CH3:4], predict the reactants needed to synthesize it. The reactants are: C([Li])[CH2:2][CH2:3][CH3:4].[CH:6]([NH:9][CH:10](C)C)(C)C.[CH3:13][Si:14](Cl)([CH3:16])[CH3:15].[CH2:18]1COCC1. (2) Given the product [CH3:10][N:5]1[CH:6]=[CH:7][C:8]2[O:9][CH:12]=[N:2][C:3]=2[C:4]1=[O:11], predict the reactants needed to synthesize it. The reactants are: Cl.[NH2:2][C:3]1[C:4](=[O:11])[N:5]([CH3:10])[CH:6]=[CH:7][C:8]=1[OH:9].[CH:12](OCC)(OCC)OCC. (3) Given the product [F:1][C:2]1[C:3]([CH3:12])=[CH:4][C:5]2[S:9][C:8](=[N:10][C:18](=[O:19])[C:17]3[CH:21]=[CH:22][CH:23]=[C:15]([C:14]([F:25])([F:24])[F:13])[CH:16]=3)[N:7]([CH:27]([CH3:33])[C:28]([OH:30])=[O:29])[C:6]=2[CH:11]=1, predict the reactants needed to synthesize it. The reactants are: [F:1][C:2]1[C:3]([CH3:12])=[CH:4][C:5]2[S:9][C:8]([NH2:10])=[N:7][C:6]=2[CH:11]=1.[F:13][C:14]([F:25])([F:24])[C:15]1[CH:16]=[C:17]([CH:21]=[CH:22][CH:23]=1)[C:18](Cl)=[O:19].Br[CH:27]([CH3:33])[C:28]([O:30]CC)=[O:29].FC1C2N=C(N)SC=2C=C(F)C=1.C1(C)C=CC(C(Cl)=O)=CC=1.BrCC(OCC)=O. (4) Given the product [ClH:22].[CH3:21][CH:10]1[CH2:9][NH:8][CH2:13][CH:12]([CH3:14])[N:11]1[C:15]1[N:16]=[CH:17][CH:18]=[CH:19][N:20]=1, predict the reactants needed to synthesize it. The reactants are: C(OC([N:8]1[CH2:13][CH:12]([CH3:14])[N:11]([C:15]2[N:20]=[CH:19][CH:18]=[CH:17][N:16]=2)[CH:10]([CH3:21])[CH2:9]1)=O)(C)(C)C.[ClH:22]. (5) Given the product [F:18][C:19]1[CH:24]=[CH:23][C:22]([F:25])=[CH:21][C:20]=1[S:26]([NH:15][C:13]1[CH:12]=[CH:11][CH:10]=[C:9]([CH2:8][O:7][CH2:6][C:5]2[CH:4]=[CH:3][C:2]([F:1])=[CH:17][CH:16]=2)[N:14]=1)(=[O:28])=[O:27], predict the reactants needed to synthesize it. The reactants are: [F:1][C:2]1[CH:17]=[CH:16][C:5]([CH2:6][O:7][CH2:8][C:9]2[N:14]=[C:13]([NH2:15])[CH:12]=[CH:11][CH:10]=2)=[CH:4][CH:3]=1.[F:18][C:19]1[CH:24]=[CH:23][C:22]([F:25])=[CH:21][C:20]=1[S:26](Cl)(=[O:28])=[O:27].